From a dataset of Forward reaction prediction with 1.9M reactions from USPTO patents (1976-2016). Predict the product of the given reaction. Given the reactants C([O-])([O-])=O.[K+].[K+].Cl[CH2:8][CH2:9][C:10]([C:12]1[CH:17]=[CH:16][C:15]([F:18])=[CH:14][CH:13]=1)=[O:11].[CH3:19][CH:20]([CH3:36])[C:21]([NH:23][C:24]1[CH:29]=[CH:28][CH:27]=[C:26]([CH:30]2[CH2:35][CH2:34][NH:33][CH2:32][CH2:31]2)[CH:25]=1)=[O:22], predict the reaction product. The product is: [F:18][C:15]1[CH:16]=[CH:17][C:12]([C:10](=[O:11])[CH2:9][CH2:8][N:33]2[CH2:34][CH2:35][CH:30]([C:26]3[CH:25]=[C:24]([NH:23][C:21](=[O:22])[CH:20]([CH3:19])[CH3:36])[CH:29]=[CH:28][CH:27]=3)[CH2:31][CH2:32]2)=[CH:13][CH:14]=1.